This data is from Catalyst prediction with 721,799 reactions and 888 catalyst types from USPTO. The task is: Predict which catalyst facilitates the given reaction. Reactant: [F:1][C:2]1[CH:10]=[C:9]2[C:5]([C:6]([CH2:11][O:12][CH3:13])=[CH:7][NH:8]2)=[CH:4][CH:3]=1.[H-].[Na+].[CH3:16][O:17][C:18]1[CH:23]=[CH:22][C:21]([S:24](Cl)(=[O:26])=[O:25])=[CH:20][C:19]=1[N:28]1[CH2:33][CH2:32][N:31]([C:34](=[O:39])[C:35]([F:38])([F:37])[F:36])[CH2:30][CH2:29]1. Product: [F:38][C:35]([F:36])([F:37])[C:34]([N:31]1[CH2:32][CH2:33][N:28]([C:19]2[CH:20]=[C:21]([S:24]([N:8]3[C:9]4[C:5](=[CH:4][CH:3]=[C:2]([F:1])[CH:10]=4)[C:6]([CH2:11][O:12][CH3:13])=[CH:7]3)(=[O:25])=[O:26])[CH:22]=[CH:23][C:18]=2[O:17][CH3:16])[CH2:29][CH2:30]1)=[O:39]. The catalyst class is: 1.